Dataset: Reaction yield outcomes from USPTO patents with 853,638 reactions. Task: Predict the reaction yield, written as a fraction of the theoretical maximum amount of product (1.0 means a 100% yield; for example, 0.34 means a 34% yield). (1) The reactants are [O:1]1[C:5]2[CH:6]=[CH:7][C:8]([CH:10]([CH2:15][C:16]3[CH:21]=[CH:20][CH:19]=[CH:18][CH:17]=3)[CH2:11][C:12](O)=[O:13])=[CH:9][C:4]=2[O:3][CH2:2]1.[H-].[Al+3].[Li+].[H-].[H-].[H-].O. The catalyst is C1COCC1. The product is [O:1]1[C:5]2[CH:6]=[CH:7][C:8]([CH:10]([CH2:15][C:16]3[CH:17]=[CH:18][CH:19]=[CH:20][CH:21]=3)[CH2:11][CH2:12][OH:13])=[CH:9][C:4]=2[O:3][CH2:2]1. The yield is 0.860. (2) The reactants are [C:1]1([C:7]2([CH2:13][OH:14])[CH2:12][CH2:11][CH2:10][CH2:9][CH2:8]2)[CH:6]=[CH:5][CH:4]=[CH:3][CH:2]=1.[H-].[Na+].[Cl:17][C:18]1[C:23]([C:24]([F:27])([F:26])[F:25])=[C:22](Cl)[CH:21]=[CH:20][N:19]=1. The catalyst is CN(C=O)C. The product is [Cl:17][C:18]1[C:23]([C:24]([F:25])([F:26])[F:27])=[C:22]([O:14][CH2:13][C:7]2([C:1]3[CH:6]=[CH:5][CH:4]=[CH:3][CH:2]=3)[CH2:12][CH2:11][CH2:10][CH2:9][CH2:8]2)[CH:21]=[CH:20][N:19]=1. The yield is 0.900. (3) The reactants are [Br:1][C:2]1[CH:3]=[C:4]([C:9]([CH:13]2[CH2:17][CH2:16][CH2:15][CH2:14]2)=[CH:10]OC)[C:5]([NH2:8])=[N:6][CH:7]=1.Cl(O)(=O)(=O)=O. The catalyst is O1CCOCC1. The product is [Br:1][C:2]1[CH:3]=[C:4]2[C:9]([CH:13]3[CH2:17][CH2:16][CH2:15][CH2:14]3)=[CH:10][NH:8][C:5]2=[N:6][CH:7]=1. The yield is 0.670. (4) The reactants are [C:1]([O:9][C:10]1[CH:15]=[CH:14][C:13]([OH:16])=[CH:12][CH:11]=1)(=[O:8])[C:2]1[CH:7]=[CH:6][CH:5]=[CH:4][CH:3]=1.[N+:17]([O-])([OH:19])=[O:18]. The catalyst is C(O)(=O)C. The product is [C:1]([O:9][C:10]1[CH:11]=[CH:12][C:13]([OH:16])=[C:14]([N+:17]([O-:19])=[O:18])[CH:15]=1)(=[O:8])[C:2]1[CH:3]=[CH:4][CH:5]=[CH:6][CH:7]=1. The yield is 0.970. (5) The reactants are [OH-].[K+].C([O:5][C:6](=[O:48])/[CH:7]=[CH:8]/[C:9]1[O:10][C:11]([C:14]2[CH:19]=[CH:18][C:17]([C:20]([C:25]3[CH:30]=[CH:29][C:28]([CH2:31][CH2:32][CH:33]([O:38][Si](C(C)(C)C)(C)C)[C:34]([CH3:37])([CH3:36])[CH3:35])=[C:27]([CH3:46])[CH:26]=3)([CH2:23][CH3:24])[CH2:21][CH3:22])=[CH:16][C:15]=2[CH3:47])=[CH:12][CH:13]=1)C.[F-].C([N+](CCCC)(CCCC)CCCC)CCC.S(=O)(=O)(O)[O-].[K+]. The catalyst is CO.O1CCCC1.C(OCC)(=O)C. The product is [CH2:21]([C:20]([C:17]1[CH:18]=[CH:19][C:14]([C:11]2[O:10][C:9](/[CH:8]=[CH:7]/[C:6]([OH:48])=[O:5])=[CH:13][CH:12]=2)=[C:15]([CH3:47])[CH:16]=1)([C:25]1[CH:30]=[CH:29][C:28]([CH2:31][CH2:32][CH:33]([OH:38])[C:34]([CH3:36])([CH3:37])[CH3:35])=[C:27]([CH3:46])[CH:26]=1)[CH2:23][CH3:24])[CH3:22]. The yield is 0.650. (6) The reactants are [CH2:1]([O:3][C:4]1[CH:5]=[C:6]([CH:11]=[CH:12][C:13]=1[N+:14]([O-:16])=[O:15])[C:7]([NH:9][NH2:10])=O)[CH3:2].[CH3:17][N:18]=[C:19]=[S:20].C(N(CC)CC)C. The catalyst is C1COCC1. The product is [CH2:1]([O:3][C:4]1[CH:5]=[C:6]([C:7]2[N:18]([CH3:17])[C:19]([SH:20])=[N:10][N:9]=2)[CH:11]=[CH:12][C:13]=1[N+:14]([O-:16])=[O:15])[CH3:2]. The yield is 0.720. (7) The product is [Br:4][C:5]1[CH:18]=[CH:17][C:16]2[O:15][C:14]3[C:9](=[CH:10][CH:11]=[C:12]([Br:19])[CH:13]=3)[C:8](=[CH2:21])[C:7]=2[CH:6]=1. The catalyst is C1COCC1.CCOC(C)=O. The yield is 0.647. The reactants are C[Mg]I.[Br:4][C:5]1[CH:18]=[CH:17][C:16]2[O:15][C:14]3[C:9](=[CH:10][CH:11]=[C:12]([Br:19])[CH:13]=3)[C:8](=O)[C:7]=2[CH:6]=1.[CH3:21]C(O)=O.